Dataset: Experimentally validated miRNA-target interactions with 360,000+ pairs, plus equal number of negative samples. Task: Binary Classification. Given a miRNA mature sequence and a target amino acid sequence, predict their likelihood of interaction. (1) The miRNA is hsa-miR-92b-3p with sequence UAUUGCACUCGUCCCGGCCUCC. The protein sequence of the target gene is MASSHSSSPVPQGSSSDVFFKIEVDPSKHIRPVPSLPDVCPKEPTGDSHSLYVAPSLVTDQHRWTVYHSKVNLPAALNDPRLAKRESDFFTKTWGLDFVDTEVIPSFYLPQISKEHFTVYQQEISQREKIHERCKNICPPKDTFERTLLHTHDKSRTDLEQVPKIFMKPDFALDDSLTFNSVLPWSHFNTAGGKGNRDAASSKLLQEKLSHYLDIVEVNIAHQISLRSEAFFHAMTSQHELQDYLRKTSQAVKMLRDKIAQIDKVMCEGSLHILRLALTRNNCVKVYNKLKLMATVHQTQ.... Result: 1 (interaction). (2) The miRNA is hsa-miR-3689d with sequence GGGAGGUGUGAUCUCACACUCG. The protein sequence of the target gene is MAPPGPASALSTSAEPLSRSIFRKFLLMLCSLLTSLYVFYCLAERCQTLSGPVVGLSGGGEEAGAPGGGVLAGGPRELAVWPAAAQRKRLLQLPQWRRRRPPAPRDDGEEAAWEEESPGLSGGPGGSGAGSTVAEAPPGTLALLLDEGSKQLPQAIIIGVKKGGTRALLEFLRVHPDVRAVGAEPHFFDRSYDKGLAWYRDLMPRTLDGQITMEKTPSYFVTREAPARISAMSKDTKLIVVVRDPVTRAISDYTQTLSKRPDIPTFESLTFKNRTAGLIDTSWSAIQIGIYAKHLEHWLR.... Result: 0 (no interaction). (3) The miRNA is hsa-miR-1293 with sequence UGGGUGGUCUGGAGAUUUGUGC. The protein sequence of the target gene is MEPPGGSLGPGRGTRDKKKGRSPDELPSAGGDGGKSKKFTLKRLMADELERFTSMRIKKEKEKPNSAHRNSSASYGDDPTAQSLQDVSDEQVLVLFEQMLLDMNLNEEKQQPLREKDIIIKREMVSQYLYTSKAGMSQKESSKSAMMYIQELRSGLRDMPLLSCLESLRVSLNNNPVSWVQTFGAEGLASLLDILKRLHDEKEETAGSYDSRNKHEIIRCLKAFMNNKFGIKTMLETEEGILLLVRAMDPAVPNMMIDAAKLLSALCILPQPEDMNERVLEAMTERAEMDEVERFQPLLD.... Result: 1 (interaction). (4) The miRNA is hsa-miR-25-3p with sequence CAUUGCACUUGUCUCGGUCUGA. The protein sequence of the target gene is MPPPQGDVTALFLGPPGLGKSALIAALCDKDVETLEAPEGRPDSGVPSLRAAGPGLFLGELSCPPAAPGPWAAEANVLVLVLPGPEGNGEPLAPALGEAALAALARGTPLLAVRNLRPGDSQTAAQARDQTAALLNSAGLGAADLFVLPANCGSSDGCEELERLRAALQSQAEALRRLLPPAQDGFEVLGAAELEAVREAFETGGLEAALSWVRSGLERLGSARLDLAVAGKADVGLVVDMLLGLDPGDPGAAPASVPTAPTPFPAPERPNVVLWTVPLGHTGTATTAAAASHPTHYDAL.... Result: 1 (interaction). (5) The miRNA is hsa-miR-339-5p with sequence UCCCUGUCCUCCAGGAGCUCACG. The protein sequence of the target gene is MAEAEEQETGSLEESTDESEEEESEEEPKLKYERLSNGVTEILQKDAASCMTVHDKFLALGTHYGKVYLLDVQGNITQKFDVSPVKINQISLDESGEHMGVCSEDGKVQVFGLYSGEEFHETFDCPIKIIAVHPHFVRSSCKQFVTGGKKLLLFERSWMNRWKSAVLHEGEGNIRSVKWRGHLIAWANNMGVKIFDIISKQRITNVPRDDISLRPDMYPCSLCWKDNVTLIIGWGTSVKVCSVKERHASEMRDLPSRYVEIVSQFETEFYISGLAPLCDQLVVLSYVKEISEKTEREYCA.... Result: 0 (no interaction). (6) The miRNA is mmu-miR-340-5p with sequence UUAUAAAGCAAUGAGACUGAUU. The protein sequence of the target gene is MLMLLVFGVLLHEVPLSGQDKAHSEADDAPGKALYDYSSLRLPAEHIPFFLHNNRHVASVCREDSHCPYKKHLENLNYCWGYEKSCAPEFRFGSPVCSYVDLGWTDTLESAQDMFWRQADFGYARERLGEIRTICQPERASDSSLVCSRYLQYCRATGLYLDLRNIKRNHDRFKEDFLQGGEIGGYCKLDSHALVSEGQRKSPLQSWFAELQGYTQLNFRPIEDAKCDIVVEKPTYFMKLDAGINMYHHFCDFLNLYLTQHVNNSFSTDVYIVMWDTSTYGYGDLFSDTWKAFTDYDVIH.... Result: 1 (interaction). (7) The miRNA is hsa-miR-6871-5p with sequence CAUGGGAGUUCGGGGUGGUUGC. The protein sequence of the target gene is MSLCEDMLLCNYRKCRIKLSGYAWVTACSHIFCDQHGSGEFSRSPAICPACNSTLSGKLDIVRTELSPSEEYKAMVLAGLRPEIVLDISSRALAFWTYQVHQERLYQEYNFSKAEGHLKQMEKIYTQQIQSKDVELTSMKGEVTSMKKVLEEYKKKFSDISEKLMERNRQYQKLQGLYDSLRLRNITIANHEGTLEPSMIAQSGVLGFPLGNNSKFPLDNTPVRNRGDGDGDFQFRPFFAGSPTAPEPSNSFFSFVSPSRELEQQQVSSRAFKVKRI. Result: 1 (interaction).